From a dataset of Full USPTO retrosynthesis dataset with 1.9M reactions from patents (1976-2016). Predict the reactants needed to synthesize the given product. Given the product [NH:9]([C:2]1[CH:7]=[C:6]([Cl:8])[N:5]=[CH:4][N:3]=1)[C:10]1[CH:15]=[CH:14][CH:13]=[CH:12][CH:11]=1, predict the reactants needed to synthesize it. The reactants are: Cl[C:2]1[CH:7]=[C:6]([Cl:8])[N:5]=[CH:4][N:3]=1.[NH2:9][C:10]1[CH:15]=[CH:14][CH:13]=[CH:12][CH:11]=1.CN1CCCC1=O.C(OCC)(=O)C.